From a dataset of Full USPTO retrosynthesis dataset with 1.9M reactions from patents (1976-2016). Predict the reactants needed to synthesize the given product. (1) Given the product [O:1]=[C:2]([N:21]1[CH2:26][CH2:25][N:24]([C:27](=[O:38])[C:28]2[CH:33]=[CH:32][CH:31]=[CH:30][C:29]=2[C:34]([F:35])([F:37])[F:36])[CH2:23][CH2:22]1)[CH2:3][NH:4][C:5]([C:7]1[CH:11]=[CH:10][O:9][N:8]=1)=[O:6], predict the reactants needed to synthesize it. The reactants are: [O:1]=[C:2]([N:21]1[CH2:26][CH2:25][N:24]([C:27](=[O:38])[C:28]2[CH:33]=[CH:32][CH:31]=[CH:30][C:29]=2[C:34]([F:37])([F:36])[F:35])[CH2:23][CH2:22]1)[CH2:3][NH:4][C:5]([C:7]1[CH:11]=[C:10](C2C=CC=CC=2[N+]([O-])=O)[O:9][N:8]=1)=[O:6]. (2) Given the product [F:1][C:2]1[CH:11]=[C:10]2[C:5](=[N:4][C:3]=1[O:13][CH2:14][CH2:15][CH2:16][CH2:17][N:33]1[CH2:32][CH2:31][N:30]([C:20]3[C:29]4[C:24](=[CH:25][CH:26]=[CH:27][CH:28]=4)[CH:23]=[CH:22][CH:21]=3)[CH2:35][CH2:34]1)[NH:6][C:7](=[O:12])[CH2:8][CH2:9]2, predict the reactants needed to synthesize it. The reactants are: [F:1][C:2]1[C:3]([O:13][CH2:14][CH2:15][CH2:16][CH:17]=O)=[N:4][C:5]2[NH:6][C:7](=[O:12])[CH2:8][CH2:9][C:10]=2[CH:11]=1.Cl.[C:20]1([N:30]2[CH2:35][CH2:34][NH:33][CH2:32][CH2:31]2)[C:29]2[C:24](=[CH:25][CH:26]=[CH:27][CH:28]=2)[CH:23]=[CH:22][CH:21]=1. (3) Given the product [OH:1][C@@H:2]1[CH2:10][C@@H:5]2[O:6][C:7](=[O:9])[CH2:8][C@@H:4]2[CH:3]1[CH2:11][O:12][C:35]([C:29]1[CH:34]=[CH:33][CH:32]=[CH:31][CH:30]=1)([C:42]1[CH:43]=[CH:44][CH:45]=[CH:46][CH:47]=1)[C:36]1[CH:37]=[CH:38][CH:39]=[CH:40][CH:41]=1, predict the reactants needed to synthesize it. The reactants are: [OH:1][C@@H:2]1[CH2:10][C@@H:5]2[O:6][C:7](=[O:9])[CH2:8][C@@H:4]2[C@H:3]1[CH2:11][OH:12].CC1C=CN=C(N)C=1C.C(N(CC)CC)C.[C:29]1([C:35](Cl)([C:42]2[CH:47]=[CH:46][CH:45]=[CH:44][CH:43]=2)[C:36]2[CH:41]=[CH:40][CH:39]=[CH:38][CH:37]=2)[CH:34]=[CH:33][CH:32]=[CH:31][CH:30]=1. (4) Given the product [CH2:1]([O:8][C:9]1[CH:14]=[CH:13][C:12]([C:15]#[N:16])=[CH:11][C:10]=1[CH:17]([CH3:21])[C:18]([Cl:24])=[O:19])[C:2]1[CH:7]=[CH:6][CH:5]=[CH:4][CH:3]=1, predict the reactants needed to synthesize it. The reactants are: [CH2:1]([O:8][C:9]1[CH:14]=[CH:13][C:12]([C:15]#[N:16])=[CH:11][C:10]=1[CH:17]([CH3:21])[C:18](O)=[O:19])[C:2]1[CH:7]=[CH:6][CH:5]=[CH:4][CH:3]=1.S(Cl)([Cl:24])=O. (5) Given the product [Br:1][C:2]1[CH:3]=[C:4]2[C:8](=[CH:9][CH:10]=1)[NH:7][C:6](=[O:11])[C:5]2=[CH:27][C:22]1[NH:23][C:24]2[C:20]([CH:21]=1)=[CH:19][C:18]([O:17][CH2:16][CH2:15][N:14]([CH2:12][CH3:13])[CH2:29][CH3:30])=[CH:26][CH:25]=2, predict the reactants needed to synthesize it. The reactants are: [Br:1][C:2]1[CH:3]=[C:4]2[C:8](=[CH:9][CH:10]=1)[NH:7][C:6](=[O:11])[CH2:5]2.[CH2:12]([N:14]([CH2:29][CH3:30])[CH2:15][CH2:16][O:17][C:18]1[CH:19]=[C:20]2[C:24](=[CH:25][CH:26]=1)[NH:23][C:22]([CH:27]=O)=[CH:21]2)[CH3:13].N1CCCCC1. (6) Given the product [CH3:12][O:11][C:9]1[CH:10]=[C:2]2[C:3]([C:4]([OH:6])=[N:13][C:14]([OH:15])=[N:1]2)=[CH:7][CH:8]=1, predict the reactants needed to synthesize it. The reactants are: [NH2:1][C:2]1[CH:10]=[C:9]([O:11][CH3:12])[CH:8]=[CH:7][C:3]=1[C:4]([OH:6])=O.[NH2:13][C:14](N)=[O:15].